This data is from Orexin1 receptor HTS with 218,158 compounds and 233 confirmed actives. The task is: Binary Classification. Given a drug SMILES string, predict its activity (active/inactive) in a high-throughput screening assay against a specified biological target. (1) The drug is O=C1N(CC2CCCCC2)CC(CC1)C(=O)NCc1c(OC)cccc1OC. The result is 0 (inactive). (2) The drug is S1C(c2c(n([nH]c2=O)C2CC(OCC2)(C)C)NC(=O)C1)c1ccccc1. The result is 0 (inactive). (3) The drug is S=C1N(CC2OCCC2)C(=O)C(/N1)=C/c1c(OC)c(c(OC)cc1)C. The result is 0 (inactive). (4) The molecule is Clc1c(CSc2nc3OC4(Nc5c(c3nn2)cccc5)c2c(NC4=O)ccc(F)c2)cccc1. The result is 0 (inactive).